Dataset: Full USPTO retrosynthesis dataset with 1.9M reactions from patents (1976-2016). Task: Predict the reactants needed to synthesize the given product. Given the product [Cl:1][C:2]1[C:3]([O:40][C:34]2[CH:39]=[CH:38][CH:37]=[CH:36][CH:35]=2)=[N:4][CH:5]=[C:6]([CH:32]=1)[C:7]([NH:9][C@H:10]([CH:29]([CH3:30])[CH3:31])[C:11]([N:13]1[CH2:18][CH2:17][C@@:16]([C:20]2[CH:25]=[CH:24][C:23]([Cl:26])=[CH:22][CH:21]=2)([OH:19])[C:15]([CH3:28])([CH3:27])[CH2:14]1)=[O:12])=[O:8], predict the reactants needed to synthesize it. The reactants are: [Cl:1][C:2]1[C:3](Cl)=[N:4][CH:5]=[C:6]([CH:32]=1)[C:7]([NH:9][C@H:10]([CH:29]([CH3:31])[CH3:30])[C:11]([N:13]1[CH2:18][CH2:17][C@@:16]([C:20]2[CH:25]=[CH:24][C:23]([Cl:26])=[CH:22][CH:21]=2)([OH:19])[C:15]([CH3:28])([CH3:27])[CH2:14]1)=[O:12])=[O:8].[C:34]1([O-:40])[CH:39]=[CH:38][CH:37]=[CH:36][CH:35]=1.[Na+].